This data is from NCI-60 drug combinations with 297,098 pairs across 59 cell lines. The task is: Regression. Given two drug SMILES strings and cell line genomic features, predict the synergy score measuring deviation from expected non-interaction effect. (1) Drug 1: C1=CN(C=N1)CC(O)(P(=O)(O)O)P(=O)(O)O. Drug 2: CC1C(C(CC(O1)OC2CC(OC(C2O)C)OC3=CC4=CC5=C(C(=O)C(C(C5)C(C(=O)C(C(C)O)O)OC)OC6CC(C(C(O6)C)O)OC7CC(C(C(O7)C)O)OC8CC(C(C(O8)C)O)(C)O)C(=C4C(=C3C)O)O)O)O. Cell line: SNB-19. Synergy scores: CSS=5.11, Synergy_ZIP=-0.553, Synergy_Bliss=-1.47, Synergy_Loewe=-24.6, Synergy_HSA=-1.99. (2) Drug 1: CNC(=O)C1=CC=CC=C1SC2=CC3=C(C=C2)C(=NN3)C=CC4=CC=CC=N4. Drug 2: CC1C(C(=O)NC(C(=O)N2CCCC2C(=O)N(CC(=O)N(C(C(=O)O1)C(C)C)C)C)C(C)C)NC(=O)C3=C4C(=C(C=C3)C)OC5=C(C(=O)C(=C(C5=N4)C(=O)NC6C(OC(=O)C(N(C(=O)CN(C(=O)C7CCCN7C(=O)C(NC6=O)C(C)C)C)C)C(C)C)C)N)C. Cell line: U251. Synergy scores: CSS=37.8, Synergy_ZIP=5.23, Synergy_Bliss=12.0, Synergy_Loewe=12.8, Synergy_HSA=12.5. (3) Drug 1: CC12CCC(CC1=CCC3C2CCC4(C3CC=C4C5=CN=CC=C5)C)O. Drug 2: C1=CC(=CC=C1C#N)C(C2=CC=C(C=C2)C#N)N3C=NC=N3. Cell line: SK-MEL-2. Synergy scores: CSS=2.25, Synergy_ZIP=-0.822, Synergy_Bliss=3.40, Synergy_Loewe=1.18, Synergy_HSA=1.25. (4) Drug 2: CCC1(C2=C(COC1=O)C(=O)N3CC4=CC5=C(C=CC(=C5CN(C)C)O)N=C4C3=C2)O.Cl. Cell line: UACC62. Synergy scores: CSS=45.0, Synergy_ZIP=1.41, Synergy_Bliss=0.554, Synergy_Loewe=-22.5, Synergy_HSA=-1.51. Drug 1: CC(C)(C#N)C1=CC(=CC(=C1)CN2C=NC=N2)C(C)(C)C#N. (5) Drug 1: CC(CN1CC(=O)NC(=O)C1)N2CC(=O)NC(=O)C2. Drug 2: CC1CCC2CC(C(=CC=CC=CC(CC(C(=O)C(C(C(=CC(C(=O)CC(OC(=O)C3CCCCN3C(=O)C(=O)C1(O2)O)C(C)CC4CCC(C(C4)OC)O)C)C)O)OC)C)C)C)OC. Cell line: OVCAR-8. Synergy scores: CSS=30.8, Synergy_ZIP=-7.58, Synergy_Bliss=-3.11, Synergy_Loewe=0.622, Synergy_HSA=2.09. (6) Drug 1: C1=C(C(=O)NC(=O)N1)N(CCCl)CCCl. Drug 2: CNC(=O)C1=NC=CC(=C1)OC2=CC=C(C=C2)NC(=O)NC3=CC(=C(C=C3)Cl)C(F)(F)F. Cell line: PC-3. Synergy scores: CSS=28.3, Synergy_ZIP=-10.1, Synergy_Bliss=-1.51, Synergy_Loewe=-8.66, Synergy_HSA=0.125. (7) Cell line: A549. Drug 2: CNC(=O)C1=NC=CC(=C1)OC2=CC=C(C=C2)NC(=O)NC3=CC(=C(C=C3)Cl)C(F)(F)F. Synergy scores: CSS=33.4, Synergy_ZIP=-3.83, Synergy_Bliss=-0.838, Synergy_Loewe=-6.59, Synergy_HSA=-0.511. Drug 1: C1=CC(=CC=C1CC(C(=O)O)N)N(CCCl)CCCl.Cl. (8) Drug 1: CC1C(C(CC(O1)OC2CC(CC3=C2C(=C4C(=C3O)C(=O)C5=C(C4=O)C(=CC=C5)OC)O)(C(=O)CO)O)N)O.Cl. Drug 2: CC1=C(C(=O)C2=C(C1=O)N3CC4C(C3(C2COC(=O)N)OC)N4)N. Cell line: PC-3. Synergy scores: CSS=10.4, Synergy_ZIP=-2.38, Synergy_Bliss=3.85, Synergy_Loewe=-2.75, Synergy_HSA=1.85. (9) Drug 1: C1CCC(C(C1)N)N.C(=O)(C(=O)[O-])[O-].[Pt+4]. Drug 2: CC1C(C(CC(O1)OC2CC(CC3=C2C(=C4C(=C3O)C(=O)C5=CC=CC=C5C4=O)O)(C(=O)C)O)N)O. Cell line: MDA-MB-435. Synergy scores: CSS=64.6, Synergy_ZIP=-4.52, Synergy_Bliss=-0.0683, Synergy_Loewe=1.25, Synergy_HSA=3.45. (10) Drug 1: CN(C)C1=NC(=NC(=N1)N(C)C)N(C)C. Drug 2: CCC1=C2CN3C(=CC4=C(C3=O)COC(=O)C4(CC)O)C2=NC5=C1C=C(C=C5)O. Cell line: 786-0. Synergy scores: CSS=45.1, Synergy_ZIP=-2.12, Synergy_Bliss=-3.64, Synergy_Loewe=-71.4, Synergy_HSA=-5.51.